Task: Predict the reactants needed to synthesize the given product.. Dataset: Full USPTO retrosynthesis dataset with 1.9M reactions from patents (1976-2016) Given the product [CH2:52]([O:59][C:60]([N:62]1[CH2:63][CH2:64][N:65]([C:68](=[O:75])[CH:69]([O:16][C:15](=[O:17])[CH2:14][N:12]([C:10](=[O:11])[CH2:9][N:8]([C:6]([O:5][C:1]([CH3:4])([CH3:3])[CH3:2])=[O:7])[CH3:18])[CH3:13])[CH2:70][CH:71]([CH3:72])[CH3:73])[CH2:66][CH2:67]1)=[O:61])[C:53]1[CH:58]=[CH:57][CH:56]=[CH:55][CH:54]=1, predict the reactants needed to synthesize it. The reactants are: [C:1]([O:5][C:6]([N:8]([CH3:18])[CH2:9][C:10]([N:12]([CH2:14][C:15]([OH:17])=[O:16])[CH3:13])=[O:11])=[O:7])([CH3:4])([CH3:3])[CH3:2].CN(C(ON1N=NC2C=CC=CC1=2)=[N+](C)C)C.F[P-](F)(F)(F)(F)F.C(N(C(C)C)CC)(C)C.[CH2:52]([O:59][C:60]([N:62]1[CH2:67][CH2:66][N:65]([C:68](=[O:75])[CH:69](O)[CH2:70][CH:71]([CH3:73])[CH3:72])[CH2:64][CH2:63]1)=[O:61])[C:53]1[CH:58]=[CH:57][CH:56]=[CH:55][CH:54]=1.